From a dataset of NCI-60 drug combinations with 297,098 pairs across 59 cell lines. Regression. Given two drug SMILES strings and cell line genomic features, predict the synergy score measuring deviation from expected non-interaction effect. (1) Drug 1: CNC(=O)C1=CC=CC=C1SC2=CC3=C(C=C2)C(=NN3)C=CC4=CC=CC=N4. Drug 2: CC1C(C(CC(O1)OC2CC(OC(C2O)C)OC3=CC4=CC5=C(C(=O)C(C(C5)C(C(=O)C(C(C)O)O)OC)OC6CC(C(C(O6)C)O)OC7CC(C(C(O7)C)O)OC8CC(C(C(O8)C)O)(C)O)C(=C4C(=C3C)O)O)O)O. Cell line: SF-268. Synergy scores: CSS=-3.81, Synergy_ZIP=-0.883, Synergy_Bliss=-5.41, Synergy_Loewe=-7.48, Synergy_HSA=-7.48. (2) Drug 1: CC1C(C(CC(O1)OC2CC(CC3=C2C(=C4C(=C3O)C(=O)C5=C(C4=O)C(=CC=C5)OC)O)(C(=O)CO)O)N)O.Cl. Drug 2: CCN(CC)CCCC(C)NC1=C2C=C(C=CC2=NC3=C1C=CC(=C3)Cl)OC. Cell line: OVCAR-8. Synergy scores: CSS=33.2, Synergy_ZIP=-8.75, Synergy_Bliss=0.0740, Synergy_Loewe=-1.16, Synergy_HSA=1.27. (3) Drug 1: C1=NC2=C(N1)C(=S)N=C(N2)N. Drug 2: C1=CC=C(C(=C1)C(C2=CC=C(C=C2)Cl)C(Cl)Cl)Cl. Cell line: NCI-H522. Synergy scores: CSS=26.9, Synergy_ZIP=-2.76, Synergy_Bliss=2.16, Synergy_Loewe=2.42, Synergy_HSA=2.42. (4) Drug 2: CC(C)NC(=O)C1=CC=C(C=C1)CNNC.Cl. Drug 1: CN(C(=O)NC(C=O)C(C(C(CO)O)O)O)N=O. Cell line: RPMI-8226. Synergy scores: CSS=2.47, Synergy_ZIP=-2.88, Synergy_Bliss=-3.91, Synergy_Loewe=-1.43, Synergy_HSA=-3.44. (5) Drug 1: C1CC(=O)NC(=O)C1N2CC3=C(C2=O)C=CC=C3N. Drug 2: CC(C)NC(=O)C1=CC=C(C=C1)CNNC.Cl. Cell line: MDA-MB-231. Synergy scores: CSS=8.90, Synergy_ZIP=-0.563, Synergy_Bliss=4.43, Synergy_Loewe=2.93, Synergy_HSA=2.93. (6) Synergy scores: CSS=6.62, Synergy_ZIP=-0.632, Synergy_Bliss=2.78, Synergy_Loewe=0.645, Synergy_HSA=1.02. Drug 2: CCN(CC)CCCC(C)NC1=C2C=C(C=CC2=NC3=C1C=CC(=C3)Cl)OC. Drug 1: C1=NC2=C(N1)C(=S)N=CN2. Cell line: T-47D. (7) Drug 1: CC=C1C(=O)NC(C(=O)OC2CC(=O)NC(C(=O)NC(CSSCCC=C2)C(=O)N1)C(C)C)C(C)C. Drug 2: C1CNP(=O)(OC1)N(CCCl)CCCl. Cell line: EKVX. Synergy scores: CSS=9.85, Synergy_ZIP=-4.06, Synergy_Bliss=-0.988, Synergy_Loewe=-13.3, Synergy_HSA=-1.37. (8) Synergy scores: CSS=19.5, Synergy_ZIP=-2.47, Synergy_Bliss=3.46, Synergy_Loewe=-10.3, Synergy_HSA=-0.911. Cell line: RXF 393. Drug 2: CC(C)CN1C=NC2=C1C3=CC=CC=C3N=C2N. Drug 1: CC1=C2C(C(=O)C3(C(CC4C(C3C(C(C2(C)C)(CC1OC(=O)C(C(C5=CC=CC=C5)NC(=O)C6=CC=CC=C6)O)O)OC(=O)C7=CC=CC=C7)(CO4)OC(=O)C)O)C)OC(=O)C. (9) Drug 1: C1CC(=O)NC(=O)C1N2CC3=C(C2=O)C=CC=C3N. Drug 2: CC1C(C(CC(O1)OC2CC(OC(C2O)C)OC3=CC4=CC5=C(C(=O)C(C(C5)C(C(=O)C(C(C)O)O)OC)OC6CC(C(C(O6)C)O)OC7CC(C(C(O7)C)O)OC8CC(C(C(O8)C)O)(C)O)C(=C4C(=C3C)O)O)O)O. Cell line: ACHN. Synergy scores: CSS=6.09, Synergy_ZIP=-1.05, Synergy_Bliss=-0.335, Synergy_Loewe=-0.0176, Synergy_HSA=0.316. (10) Drug 2: C1CC(C1)(C(=O)O)C(=O)O.[NH2-].[NH2-].[Pt+2]. Synergy scores: CSS=5.47, Synergy_ZIP=-4.06, Synergy_Bliss=3.63, Synergy_Loewe=-1.65, Synergy_HSA=1.41. Drug 1: C1=CC(=CC=C1CC(C(=O)O)N)N(CCCl)CCCl.Cl. Cell line: HT29.